From a dataset of Peptide-MHC class II binding affinity with 134,281 pairs from IEDB. Regression. Given a peptide amino acid sequence and an MHC pseudo amino acid sequence, predict their binding affinity value. This is MHC class II binding data. The peptide sequence is LVSATAGTTVYGAFDPLLAV. The MHC is DRB1_0401 with pseudo-sequence DRB1_0401. The binding affinity (normalized) is 0.